The task is: Regression/Classification. Given an antibody's heavy chain and light chain sequences, predict its developability. TAP uses regression for 5 developability metrics; SAbDab uses binary classification.. This data is from Antibody developability classification from SAbDab with 2,409 antibodies. The antibody is ['QVQLQESGPGLVAPSQSLSITCTVSGFSLTGYGVNWVRQPPGKGLEWLGMIWGDGNTDYNSALKSRLSISKDNSKSQVFLKMNSLHTDDTARYYCARERDYRLDYWGQGTTLTVSS', 'DIVLTQSPASLSASVGETVTITCRASGNIHNYLAWYQQKQGKSPQLLVYSTTTLADGVPSRFSGSGSGTQYSLKINSLQPEDFGSYYCQHFWSTPRTFGGGTKLEIK']. Result: 1 (developable).